This data is from Experimentally validated miRNA-target interactions with 360,000+ pairs, plus equal number of negative samples. The task is: Binary Classification. Given a miRNA mature sequence and a target amino acid sequence, predict their likelihood of interaction. (1) The miRNA is mmu-miR-669c-5p with sequence AUAGUUGUGUGUGGAUGUGUGU. The protein sequence of the target gene is MPEFLEDPSVLTKDKLKSELVANNVTLPAGEQRKDVYVQLYLQHLTARNRPPLAAGANSKGPPDFSSDEEREPTPVLGSGASVGRGRGAVGRKATKKTDKPRLEDKDDLDVTELSNEELLDQLVRYGVNPGPIVGTTRKLYEKKLLKLREQGTESRSSTPLPTVSSSAENTRQNGSNDSDRYSDNDEGKKKEHKKVKSARDCVPFSELASTPSGAFFQGISFPEISTRPPLGRTELQAAKKVQTTKRDPPRETCTDTALPGKGQTHKLAPGRSLFIPSESSYDRCVEKSSSPSSQREFAA.... Result: 0 (no interaction). (2) The miRNA is cel-miR-238-3p with sequence UUUGUACUCCGAUGCCAUUCAGA. The protein sequence of the target gene is MIHSLFLINCSGDIFLEKHWKSVVSQSVCDYFFEAQEKAADVENVPPVISTPHHYLISIYRDKLFFVSVIQTEVPPLFVIEFLHRVADTFQDYFGECSEAAIKDNVVIVYELLEEMLDNGFPLATESNILKELIKPPTILRSVVNSITGSSNVGDTLPTGQLSNIPWRRAGVKYTNNEAYFDVVEEIDAIIDKSGSTVFAEIQGVIDACIKLSGMPDLSLSFMNPRLLDDVSFHPCIRFKRWESERVLSFIPPDGNFRLISYRVSSQNLVAIPVYVKHSISFKENSSCGRFDITIGPKQN.... Result: 0 (no interaction). (3) The miRNA is dme-miR-278-3p with sequence UCGGUGGGACUUUCGUCCGUUU. The protein sequence of the target gene is MRPGTGAERGGLMVSEMESHPPSQGPGDGERRLSGSSLCSGSWVSADGFLRRRPSMGHPGMHYAPMGMHPMGQRANMPPVPHGMMPQMMPPMGGPPMGQMPGMMSSVMPGMMMSHMSQASMQPALPPGVNSMDVAAGTASGAKSMWTEHKSPDGRTYYYNTETKQSTWEKPDDLKTPAEQLLSKCPWKEYKSDSGKPYYYNSQTKESRWAKPKELEDLEGYQNTIVAGSLITKSNLHAMIKAEESSKQEECTTTSTAPVPTTEIPTTMSTMAAAEAAAAVVAAAAAAAAAAAAANANAST.... Result: 0 (no interaction). (4) The miRNA is hsa-miR-4740-3p with sequence GCCCGAGAGGAUCCGUCCCUGC. The protein sequence of the target gene is MSSHKTFRIKRFLAKKQKQNRPIPQWIRMKTGNKIRYNSKRRHWRRTKLGL. Result: 0 (no interaction). (5) The miRNA is hsa-miR-6859-5p with sequence GAGAGGAACAUGGGCUCAGGACA. The protein sequence of the target gene is MGSLVLTLCALFCLAAYLVSGSPIMNLEQSPLEEDMSLFGDVFSEQDGVDFNTLLQSMKDEFLKTLNLSDIPTQDSAKVDPPEYMLELYNKFATDRTSMPSANIIRSFKNEDLFSQPVSFNGLRKYPLLFNVSIPHHEEVIMAELRLYTLVQRDRMIYDGVDRKITIFEVLESKGDNEGERNMLVLVSGEIYGTNSEWETFDVTDAIRRWQKSGSSTHQLEVHIESKHDEAEDASSGRLEIDTSAQNKHNPLLIVFSDDQSSDKERKEELNEMISHEQLPELDNLGLDSFSSGPGEEALL.... Result: 0 (no interaction). (6) The miRNA is hsa-miR-6852-3p with sequence UGUCCUCUGUUCCUCAG. The protein sequence of the target gene is MAFPCRRSLTAKTLACLLVGVSFLALQQWFLQAPRSPREERSPQEETPEGPTDAPAADEPPSELVPGPPCVANASANATADFEQLPARIQDFLRYRHCRHFPLLWDAPAKCAGGRGVFLLLAVKSAPEHYERRELIRRTWGQERSYGGRPVRRLFLLGTPGPEDEARAERLAELVALEAREHGDVLQWAFADTFLNLTLKHLHLLDWLAARCPHARFLLSGDDDVFVHTANVVRFLQAQPPGRHLFSGQLMEGSVPIRDSWSKYFVPPQLFPGSAYPVYCSGGGFLLSGPTARALRAAAR.... Result: 1 (interaction).